Dataset: Forward reaction prediction with 1.9M reactions from USPTO patents (1976-2016). Task: Predict the product of the given reaction. (1) Given the reactants [CH3:1][O:2][C:3](=[O:13])[CH2:4][C:5]1[CH:10]=[CH:9][C:8]([NH:11][CH3:12])=[CH:7][CH:6]=1.C(N(CC)C(C)C)(C)C.[C:23](Cl)(=[O:26])[CH:24]=[CH2:25].C(=O)(O)[O-].[Na+], predict the reaction product. The product is: [CH3:1][O:2][C:3](=[O:13])[CH2:4][C:5]1[CH:10]=[CH:9][C:8]([NH:11][CH2:12][C:23](=[O:26])[CH:24]=[CH2:25])=[CH:7][CH:6]=1. (2) Given the reactants COC(=O)C1C=CC=C(C2C=NC(N)=C(C3SC4C=CC=CC=4N=3)C=2)C=1.C[O:28][C:29]([C:31]1[CH:36]=[C:35]([C:37]2[CH:38]=[N:39][C:40]([NH2:52])=[C:41]([C:43]3[S:44][C:45]4[CH:51]=[CH:50][CH:49]=[CH:48][C:46]=4[N:47]=3)[CH:42]=2)[CH:34]=[CH:33][N:32]=1)=[O:30].[OH-].[Na+], predict the reaction product. The product is: [NH2:52][C:40]1[N:39]=[CH:38][C:37]([C:35]2[CH:34]=[CH:33][N:32]=[C:31]([C:29]([OH:30])=[O:28])[CH:36]=2)=[CH:42][C:41]=1[C:43]1[S:44][C:45]2[CH:51]=[CH:50][CH:49]=[CH:48][C:46]=2[N:47]=1.